Dataset: Forward reaction prediction with 1.9M reactions from USPTO patents (1976-2016). Task: Predict the product of the given reaction. Given the reactants [CH3:1][S:2]([C:5]1[N:10]=[CH:9][C:8]([N:11]2[C:16]3[C:17]([CH3:22])=[C:18](N)[CH:19]=[CH:20][C:15]=3[O:14][CH2:13][CH2:12]2)=[CH:7][C:6]=1[CH3:23])(=[O:4])=[O:3].N([O-])=[O:25].[Na+], predict the reaction product. The product is: [CH3:1][S:2]([C:5]1[N:10]=[CH:9][C:8]([N:11]2[C:16]3[C:17]([CH3:22])=[C:18]([OH:25])[CH:19]=[CH:20][C:15]=3[O:14][CH2:13][CH2:12]2)=[CH:7][C:6]=1[CH3:23])(=[O:4])=[O:3].